This data is from Catalyst prediction with 721,799 reactions and 888 catalyst types from USPTO. The task is: Predict which catalyst facilitates the given reaction. (1) Reactant: [NH2:1][C:2]1[CH:3]=[CH:4][C:5]2[N:9]=[CH:8][N:7]([CH:10]([C:17]3[CH:22]=[CH:21][CH:20]=[CH:19][CH:18]=3)[CH2:11][C:12]([O:14][CH2:15][CH3:16])=[O:13])[C:6]=2[CH:23]=1.C(N(CC)CC)C.[N+:31]([C:34]1[CH:42]=[CH:41][CH:40]=[CH:39][C:35]=1[C:36](Cl)=[O:37])([O-:33])=[O:32]. Product: [N+:31]([C:34]1[CH:42]=[CH:41][CH:40]=[CH:39][C:35]=1[C:36]([NH:1][C:2]1[CH:3]=[CH:4][C:5]2[N:9]=[CH:8][N:7]([CH:10]([C:17]3[CH:18]=[CH:19][CH:20]=[CH:21][CH:22]=3)[CH2:11][C:12]([O:14][CH2:15][CH3:16])=[O:13])[C:6]=2[CH:23]=1)=[O:37])([O-:33])=[O:32]. The catalyst class is: 4. (2) Reactant: [F:1][C:2]([F:11])([F:10])[C:3]1[N:8]=[N:7][C:6]([NH2:9])=[CH:5][CH:4]=1.[Cl:12]N1C(=O)CCC1=O. Product: [Cl:12][C:5]1[CH:4]=[C:3]([C:2]([F:1])([F:10])[F:11])[N:8]=[N:7][C:6]=1[NH2:9]. The catalyst class is: 10. (3) Reactant: [C:1]([O:5][C:6]([C@@H:8]1[CH2:13][CH2:12][C@H:11]([O:14][C:15]2[CH:25]=[CH:24][C:18]([C:19]([O:21]CC)=[O:20])=[CH:17][N:16]=2)[CH2:10][CH2:9]1)=[O:7])([CH3:4])([CH3:3])[CH3:2].O.[OH-].[Li+]. Product: [C:1]([O:5][C:6]([C@@H:8]1[CH2:13][CH2:12][C@H:11]([O:14][C:15]2[CH:25]=[CH:24][C:18]([C:19]([OH:21])=[O:20])=[CH:17][N:16]=2)[CH2:10][CH2:9]1)=[O:7])([CH3:4])([CH3:2])[CH3:3]. The catalyst class is: 36. (4) Reactant: [CH3:1][O:2][C:3]1[CH:10]=[C:9]([CH:11]2[CH2:13][O:12]2)[CH:8]=[CH:7][C:4]=1[C:5]#[N:6].[OH:14][CH2:15][C@H:16]1[NH:21][CH2:20][CH2:19][N:18]([C:22]([O:24][C:25]([CH3:28])([CH3:27])[CH3:26])=[O:23])[CH2:17]1. Product: [C:5]([C:4]1[CH:7]=[CH:8][C:9]([CH:11]([OH:12])[CH2:13][N:21]2[CH2:20][CH2:19][N:18]([C:22]([O:24][C:25]([CH3:26])([CH3:27])[CH3:28])=[O:23])[CH2:17][C@H:16]2[CH2:15][OH:14])=[CH:10][C:3]=1[O:2][CH3:1])#[N:6]. The catalyst class is: 14. (5) Reactant: [CH3:1][O:2][C:3](=[O:31])[CH2:4][O:5][C:6]1[CH:15]=[CH:14][C:13]([F:16])=[C:12]2[C:7]=1[C:8]([O:27][CH:28]([F:30])[F:29])=[C:9]([CH2:19][C:20]1[CH:25]=[CH:24][C:23](Br)=[CH:22][CH:21]=1)[C:10]([CH2:17][CH3:18])=[N:11]2.C([Sn](CCCC)(CCCC)[C:37]1[O:38][CH:39]=[CH:40][N:41]=1)CCC.O1CCOCC1. Product: [CH3:1][O:2][C:3](=[O:31])[CH2:4][O:5][C:6]1[CH:15]=[CH:14][C:13]([F:16])=[C:12]2[C:7]=1[C:8]([O:27][CH:28]([F:30])[F:29])=[C:9]([CH2:19][C:20]1[CH:25]=[CH:24][C:23]([C:37]3[O:38][CH:39]=[CH:40][N:41]=3)=[CH:22][CH:21]=1)[C:10]([CH2:17][CH3:18])=[N:11]2. The catalyst class is: 535. (6) Reactant: [I:1][C:2]1[CH:11]=[CH:10][C:5]([C:6]([O:8][CH3:9])=[O:7])=[C:4]([N+:12]([O-])=O)[CH:3]=1. Product: [NH2:12][C:4]1[CH:3]=[C:2]([I:1])[CH:11]=[CH:10][C:5]=1[C:6]([O:8][CH3:9])=[O:7]. The catalyst class is: 91. (7) Reactant: [CH:1]([N-:4]C(C)C)([CH3:3])[CH3:2].[Li+].CCCCCC.[O:15]1[CH2:19][CH2:18][CH2:17][CH2:16]1.C(C1C=CC=CC=1)C.[N:28]1([C:34](=[O:36])[CH3:35])[CH2:33][CH2:32][CH2:31][CH2:30][CH2:29]1.C(O)(=O)C.C(=O)([O-])O.[Na+]. The catalyst class is: 7. Product: [CH3:3][C:1]1[N:4]=[C:18]([C:19](=[O:15])[CH2:35][C:34]([N:28]2[CH2:33][CH2:32][CH2:31][CH2:30][CH2:29]2)=[O:36])[CH:17]=[CH:16][CH:2]=1. (8) Reactant: [CH3:1][S:2]([C:5]1[CH:10]=[CH:9][C:8]([NH2:11])=[CH:7][CH:6]=1)(=[O:4])=[O:3].[C:12](Cl)(Cl)=[S:13]. Product: [N:11]([C:8]1[CH:9]=[CH:10][C:5]([S:2]([CH3:1])(=[O:3])=[O:4])=[CH:6][CH:7]=1)=[C:12]=[S:13]. The catalyst class is: 223. (9) Reactant: [Br:1][C:2]1[CH:3]=[N:4][N:5]2[CH:10]=[CH:9][C:8]([N:11]3[CH2:15][CH2:14][C@H:13]([NH:16][C:17](=O)OC(C)(C)C)[CH2:12]3)=[N:7][C:6]=12.IC.[H-].[Na+]. Product: [Br:1][C:2]1[CH:3]=[N:4][N:5]2[CH:10]=[CH:9][C:8]([N:11]3[CH2:15][CH2:14][C@H:13]([NH:16][CH3:17])[CH2:12]3)=[N:7][C:6]=12. The catalyst class is: 3.